This data is from Full USPTO retrosynthesis dataset with 1.9M reactions from patents (1976-2016). The task is: Predict the reactants needed to synthesize the given product. (1) Given the product [CH2:33]([O:35][C:36]([C:37]1[CH:38]=[CH:39][C:26]2[NH:25][C:24]([NH:15][CH2:14][CH:11]3[CH2:12][CH2:13][N:8]([C:6]([O:5][C:1]([CH3:4])([CH3:3])[CH3:2])=[O:7])[CH2:9][CH2:10]3)=[N:23][C:27]=2[CH:42]=1)=[O:45])[CH3:34], predict the reactants needed to synthesize it. The reactants are: [C:1]([O:5][C:6]([N:8]1[CH2:13][CH2:12][CH:11]([CH2:14][NH2:15])[CH2:10][CH2:9]1)=[O:7])([CH3:4])([CH3:3])[CH3:2].C([N:23]1[CH:27]=[CH:26][N:25]=[CH:24]1)([N:23]1[CH:27]=[CH:26][N:25]=[CH:24]1)=S.N1C=CN=C1.[CH2:33]([O:35][C:36](=[O:45])[C:37]1[CH:42]=CC(N)=[C:39](N)[CH:38]=1)[CH3:34].C(N=C=NC(C)C)(C)C. (2) The reactants are: [O:1]=[C:2]1[N:8]([CH2:9][C:10]([F:13])([F:12])[F:11])[CH2:7][CH2:6][NH:5][CH2:4][CH:3]1[NH:14][C:15](=[O:21])[O:16][C:17]([CH3:20])([CH3:19])[CH3:18].[F:22][C:23]1[C:30]([F:31])=[CH:29][CH:28]=[CH:27][C:24]=1[CH:25]=O.C([BH3-])#N.[Na+].C(=O)(O)[O-].[Na+]. Given the product [F:22][C:23]1[C:30]([F:31])=[CH:29][CH:28]=[CH:27][C:24]=1[CH2:25][N:5]1[CH2:4][CH:3]([NH:14][C:15](=[O:21])[O:16][C:17]([CH3:18])([CH3:20])[CH3:19])[C:2](=[O:1])[N:8]([CH2:9][C:10]([F:11])([F:12])[F:13])[CH2:7][CH2:6]1, predict the reactants needed to synthesize it.